This data is from Reaction yield outcomes from USPTO patents with 853,638 reactions. The task is: Predict the reaction yield, written as a fraction of the theoretical maximum amount of product (1.0 means a 100% yield; for example, 0.34 means a 34% yield). (1) The reactants are Cl.[C:2]([S:21][CH2:22][CH2:23][NH2:24])([C:15]1[CH:20]=[CH:19][CH:18]=[CH:17][CH:16]=1)([C:9]1[CH:14]=[CH:13][CH:12]=[CH:11][CH:10]=1)[C:3]1[CH:8]=[CH:7][CH:6]=[CH:5][CH:4]=1.[CH3:25][C:26]1[C:34]([NH:35][S:36]([C:39]2[S:40][CH:41]=[CH:42][CH:43]=2)(=[O:38])=[O:37])=[C:33]2[C:29]([CH:30]=[C:31]([C:44](O)=[O:45])[NH:32]2)=[CH:28][CH:27]=1.N1(O)C2C=CC=CC=2N=N1.Cl.CN(C)CCCN=C=NCC. The catalyst is C(OCC)(=O)C.CN(C)C=O.C(N(CC)CC)C. The product is [CH3:25][C:26]1[C:34]([NH:35][S:36]([C:39]2[S:40][CH:41]=[CH:42][CH:43]=2)(=[O:38])=[O:37])=[C:33]2[C:29]([CH:30]=[C:31]([C:44]([NH:24][CH2:23][CH2:22][S:21][C:2]([C:9]3[CH:14]=[CH:13][CH:12]=[CH:11][CH:10]=3)([C:15]3[CH:16]=[CH:17][CH:18]=[CH:19][CH:20]=3)[C:3]3[CH:8]=[CH:7][CH:6]=[CH:5][CH:4]=3)=[O:45])[NH:32]2)=[CH:28][CH:27]=1. The yield is 0.910. (2) The reactants are C[N+]1([O-])CC[O:5]CC1.[C@@H:9]1([NH:15][C:16]2[S:17][C:18]3[CH:24]=[C:23]([CH2:25][N:26]4[C:30]5=[N:31][CH:32]=[C:33]([F:35])[CH:34]=[C:29]5[N:28]=[CH:27]4)[CH:22]=[CH:21][C:19]=3[N:20]=2)CCCC=[CH:10]1.[CH2:36]1[CH2:40][O:39][CH2:38][CH2:37]1. The catalyst is C(O)(C)(C)C.O.O=[Os](=O)(=O)=O. The product is [F:35][C:33]1[CH:34]=[C:29]2[N:28]=[CH:27][N:26]([CH2:25][C:23]3[CH:22]=[CH:21][C:19]4[N:20]=[C:16]([NH:15][C@@H:9]5[CH2:10][CH2:38][CH2:37][C@H:36]([OH:5])[C@@H:40]5[OH:39])[S:17][C:18]=4[CH:24]=3)[C:30]2=[N:31][CH:32]=1. The yield is 0.0200. (3) The reactants are Br.[CH2:2]([C:4]1[N:5]=[C:6]([C@@H:9]([NH2:20])[CH2:10][C:11]2[CH:16]=[CH:15][C:14]([N+:17]([O-:19])=[O:18])=[CH:13][CH:12]=2)[S:7][CH:8]=1)[CH3:3].[C:21]1([C:27]([C:32]2[CH:37]=[CH:36][CH:35]=[CH:34][CH:33]=2)(C)[C:28]([OH:30])=O)[CH:26]=[CH:25][CH:24]=[CH:23][CH:22]=1.ON1C2C=CC=C[C:42]=2N=N1.CN(C)CCCN=C=NCC.C(N(CC)CC)C. The catalyst is CN(C=O)C.O. The product is [CH2:2]([C:4]1[N:5]=[C:6]([CH:9]([NH:20][C:28](=[O:30])[C@H:27]([C:32]2[CH:33]=[CH:34][CH:35]=[CH:36][CH:37]=2)[CH2:21][C:26]2[CH:42]=[CH:22][CH:23]=[CH:24][CH:25]=2)[CH2:10][C:11]2[CH:16]=[CH:15][C:14]([N+:17]([O-:19])=[O:18])=[CH:13][CH:12]=2)[S:7][CH:8]=1)[CH3:3]. The yield is 0.700. (4) The reactants are [NH2:1][C:2]1[CH:7]=[CH:6][C:5]([C:8]([CH3:13])([CH2:11][OH:12])[CH2:9][OH:10])=[C:4]([F:14])[CH:3]=1.N1C=CC=CC=1.Cl[C:22]([O:24][C:25]1[CH:30]=[CH:29][CH:28]=[CH:27][CH:26]=1)=[O:23]. The catalyst is CC(C)=O. The product is [OH:12][CH2:11][C:8]([C:5]1[CH:6]=[CH:7][C:2]([NH:1][C:22](=[O:23])[O:24][C:25]2[CH:30]=[CH:29][CH:28]=[CH:27][CH:26]=2)=[CH:3][C:4]=1[F:14])([CH3:13])[CH2:9][OH:10]. The yield is 0.710. (5) The reactants are [F:1][C:2]1[CH:3]=[C:4]([CH:13]=[CH:14][CH:15]=1)[CH2:5][N:6]1[CH:10]=[CH:9][C:8]([CH:11]=O)=[CH:7]1.[NH3:16].CO. The catalyst is [Ni]. The product is [F:1][C:2]1[CH:3]=[C:4]([CH:13]=[CH:14][CH:15]=1)[CH2:5][N:6]1[CH:10]=[CH:9][C:8]([CH2:11][NH2:16])=[CH:7]1. The yield is 0.530.